From a dataset of Full USPTO retrosynthesis dataset with 1.9M reactions from patents (1976-2016). Predict the reactants needed to synthesize the given product. Given the product [CH3:1][O:2][C:3](=[O:29])[CH2:4][C:5]1[N:6]=[C:7]([NH:10][C:11](=[O:28])[CH:12]([C:19]2[CH:20]=[CH:21][C:22]([NH2:25])=[CH:23][CH:24]=2)[CH2:13][CH:14]2[CH2:15][CH2:16][CH2:17][CH2:18]2)[S:8][CH:9]=1, predict the reactants needed to synthesize it. The reactants are: [CH3:1][O:2][C:3](=[O:29])[CH2:4][C:5]1[N:6]=[C:7]([NH:10][C:11](=[O:28])[CH:12]([C:19]2[CH:24]=[CH:23][C:22]([N+:25]([O-])=O)=[CH:21][CH:20]=2)[CH2:13][CH:14]2[CH2:18][CH2:17][CH2:16][CH2:15]2)[S:8][CH:9]=1.